Dataset: Full USPTO retrosynthesis dataset with 1.9M reactions from patents (1976-2016). Task: Predict the reactants needed to synthesize the given product. (1) Given the product [CH:15](=[N:1][CH2:2][CH2:3][CH2:4][Si:5]([O:12][CH2:13][CH3:14])([O:6][CH2:7][CH3:8])[O:9][CH2:10][CH3:11])[C:16]1[CH:21]=[CH:20][CH:19]=[CH:18][CH:17]=1, predict the reactants needed to synthesize it. The reactants are: [NH2:1][CH2:2][CH2:3][CH2:4][Si:5]([O:12][CH2:13][CH3:14])([O:9][CH2:10][CH3:11])[O:6][CH2:7][CH3:8].[CH:15](=O)[C:16]1[CH:21]=[CH:20][CH:19]=[CH:18][CH:17]=1. (2) Given the product [ClH:33].[ClH:33].[C:27]1([S:24]([N:20]2[C:16]3[N:17]=[CH:18][N:19]=[C:14]([N:11]4[CH2:12][CH2:13][NH:8][CH2:9][CH2:10]4)[C:15]=3[C:22]([CH3:23])=[CH:21]2)(=[O:25])=[O:26])[CH:32]=[CH:31][CH:30]=[CH:29][CH:28]=1, predict the reactants needed to synthesize it. The reactants are: C(OC([N:8]1[CH2:13][CH2:12][N:11]([C:14]2[C:15]3[C:22]([CH3:23])=[CH:21][N:20]([S:24]([C:27]4[CH:32]=[CH:31][CH:30]=[CH:29][CH:28]=4)(=[O:26])=[O:25])[C:16]=3[N:17]=[CH:18][N:19]=2)[CH2:10][CH2:9]1)=O)(C)(C)C.[ClH:33]. (3) Given the product [C:1]([O:4][C:5]1[CH:10]=[CH:9][CH:8]=[C:7]([O:11][CH2:19][C:18]([CH3:20])=[CH2:17])[C:6]=1[Br:12])(=[O:3])[CH3:2], predict the reactants needed to synthesize it. The reactants are: [C:1]([O:4][C:5]1[CH:10]=[CH:9][CH:8]=[C:7]([OH:11])[C:6]=1[Br:12])(=[O:3])[CH3:2].C(#N)C.Br[CH2:17][C:18]([CH3:20])=[CH2:19]. (4) Given the product [CH2:1]([O:3][C:4]([C:6]1[C:14]2[C:9](=[CH:10][CH:11]=[C:12]([O:15][C:36]3[CH:37]=[CH:38][C:33]([O:32][CH:29]([CH3:31])[CH3:30])=[CH:34][CH:35]=3)[CH:13]=2)[N:8]([C:16]2[CH:21]=[CH:20][CH:19]=[C:18]([Cl:22])[CH:17]=2)[C:7]=1[CH2:23][C:24]([O:26][CH2:27][CH3:28])=[O:25])=[O:5])[CH3:2], predict the reactants needed to synthesize it. The reactants are: [CH2:1]([O:3][C:4]([C:6]1[C:14]2[C:9](=[CH:10][CH:11]=[C:12]([OH:15])[CH:13]=2)[N:8]([C:16]2[CH:21]=[CH:20][CH:19]=[C:18]([Cl:22])[CH:17]=2)[C:7]=1[CH2:23][C:24]([O:26][CH2:27][CH3:28])=[O:25])=[O:5])[CH3:2].[CH:29]([O:32][C:33]1[CH:38]=[CH:37][C:36](B(O)O)=[CH:35][CH:34]=1)([CH3:31])[CH3:30]. (5) Given the product [CH3:1][O:2][C:3](=[O:29])[CH2:4][CH2:5][C:6]1[CH:11]=[CH:10][C:9]([OH:12])=[C:8]([CH2:20][NH:21][C:22]([O:24][C:25]([CH3:27])([CH3:26])[CH3:28])=[O:23])[CH:7]=1, predict the reactants needed to synthesize it. The reactants are: [CH3:1][O:2][C:3](=[O:29])[CH2:4][CH2:5][C:6]1[CH:11]=[CH:10][C:9]([O:12]CC2C=CC=CC=2)=[C:8]([CH2:20][NH:21][C:22]([O:24][C:25]([CH3:28])([CH3:27])[CH3:26])=[O:23])[CH:7]=1. (6) Given the product [Cl:12][C:10]1[CH:11]=[C:6]([NH:5][C:4]2[N:3]=[C:1]([NH2:2])[NH:23][N:22]=2)[CH:7]=[C:8]([Cl:19])[C:9]=1[C:13]#[C:14][C:15]([CH3:18])([CH3:17])[CH3:16], predict the reactants needed to synthesize it. The reactants are: [C:1](/[N:3]=[C:4](\SC)/[NH:5][C:6]1[CH:11]=[C:10]([Cl:12])[C:9]([C:13]#[C:14][C:15]([CH3:18])([CH3:17])[CH3:16])=[C:8]([Cl:19])[CH:7]=1)#[N:2].[NH2:22][NH2:23]. (7) Given the product [F:1][C:2]1[CH:3]=[CH:4][C:5]([C@@H:8]2[N:9]3[C:16](=[O:21])[CH2:17][CH2:18][CH:19]=[CH:20][C@@H:10]3[CH2:11][CH2:12][CH2:13]2)=[CH:6][CH:7]=1, predict the reactants needed to synthesize it. The reactants are: [F:1][C:2]1[CH:7]=[CH:6][C:5]([C@H:8]2[CH2:13][CH2:12][CH2:11][C@@H:10](C=C)[N:9]2[C:16](=[O:21])[CH2:17][CH2:18][CH:19]=[CH2:20])=[CH:4][CH:3]=1.